Task: Regression/Classification. Given an antibody's heavy chain and light chain sequences, predict its developability. TAP uses regression for 5 developability metrics; SAbDab uses binary classification.. Dataset: Antibody developability classification from SAbDab with 2,409 antibodies (1) The antibody is ['EVQLVESGGGLVQPGGSLRLSCAASGFNIKDTYIHWVRQSPGKGLEWVARIYPTNGYTRYADSVKGRFTISADTSKNTAYLQMNSLRAEDTAIYYCSRWGGDGFYAMDYWGQGTLVTVSS', 'PROT_6C65D4D2']. Result: 0 (not developable). (2) The antibody is ['EVRLLESGGGLVQPGGSLKLSCAASGFDYSRYWMSWVRQAPGKGLKWIGEINPVSSTINYTPSLKDKFIISRDNAKDTLYLQISKVRSEDTALYYCARLYYGYGYWYFDVWGAGTTVTVSS', 'PROT_46A007BA']. Result: 0 (not developable). (3) The antibody is ['EVQLVESGGGLVKPGGSLKLSCAASGFTFSSYDMSWVRQTPEKRLEWVAMISSGGSYSYYPDSVKGRFTISRDNAKNTLYLQMSSLRSEDTAMYYCARQGDYAWFAYWGQGTLVTVSA', 'DIQMTQSPASQSASLGESVTITCLASQTIGTWLAWYQQKPGKSPQLLIYAATSLADGVPSRFSGSGSGTKFSFKISSLQAEDFVSYYCQQFYSTPFTFGGGTKLEIK']. Result: 0 (not developable). (4) The antibody is ['QVQLQESGPGLVKPSGTVSLTCAVSGGSISSSYWWSWVRQPPGKGLEWIGEIYHSGNTNYNPSLKSRVTISVDKSKNLFSLKLSSVTAADTAVYYCARVALFDILTGGWFDPWGQGTLVTVSS', 'YELTQPPSVSVSPGQTVNITCSGDTLGDKYVCWYQQKPGQSPVLVIYQDTKRPSGIPERFSGSNSGDTATLTVSGTQAMDEADYYCQAWDSSSFVFGTGTKVTVL']. Result: 0 (not developable). (5) The antibody is ['EVQLVQSGADVKKPGASVKVSCKASGYTFIHFGISWVRQAPGQGLEWMGWIDTNNGNTNYAQSLQGRVTMTTDTSTGTAYMELRSLSTDDTAVYFCARALEMGHRSGFPFDYWGQGVLVTVSP', 'SYELTQPPSVSVAPGQRATITCGGHNIGAKNVHWYQQKPGQAPVLVIQYDSDRPSGIPERFSGSNSGSTATLTISRVEAGDEADYYCQVWDSGRGHPLYVFGGGTKVTVL']. Result: 0 (not developable). (6) The antibody is ['EVQLVESGGGLAKPGGSLRLSCAASGFRFTFNNYYMDWVRQAPGQGLEWVSRISSSGDPTWYADSVKGRFTISRENAKNTLFLQMNSLRAEDTAVYYCASLTTGSDSWGQGVLVTVSS', 'DIQMTQSPSSLSASVGDRVTITCRASQDIRYYLNWYQQKPGKAPKLLIYVASSLQSGVPSRFSGSGSGTEFTLTVSSLQPEDFATYYCLQVYSTPRTFGQGTKVEIK']. Result: 1 (developable). (7) The antibody is ['DVQLQESGPGLVKPSQSLSLTCSVTDYSITSGYYWNWIRQFPGNKLEWMGYISYDGSNNYNPSLKNRISITRDPSKDQFFLNLNSVTTEDTATYYCTRGSLVWGQGTLVTVSA', 'DIVMTQAAPSVPVTPGESVSISCRSSKSLLHSNGNTYLYWFLQRPGQSPQLLIHRMSNLASGVPDRFSGSGSGTAFTLRISRVEAEDVGVYYCMQHLEYPYTFGGGTRLEVK']. Result: 0 (not developable). (8) The antibody is ['EVQLVESGGGLVQPGKSLKLSCEASGFTFSGYGMHWVRQAPGRGLESVAYITSSSINIKYADAVKGRFTVSRDNAKNLLFLQMNILKSEDTAMYYCARFDWDKNYWGQGTMVTVSS', 'DIQMTQSPSSLPASLGDRVTINCQASQDISNYLNWYQQKPGKAPKLLIYYTNKLADGVPSRFSGSGSGRDSSFTISSLESEDIGSYYCQQYYNYPWTFGPGTKLEIK']. Result: 0 (not developable).